Dataset: NCI-60 drug combinations with 297,098 pairs across 59 cell lines. Task: Regression. Given two drug SMILES strings and cell line genomic features, predict the synergy score measuring deviation from expected non-interaction effect. (1) Cell line: HCT116. Synergy scores: CSS=25.7, Synergy_ZIP=-1.82, Synergy_Bliss=2.30, Synergy_Loewe=-25.8, Synergy_HSA=2.68. Drug 2: C1CCC(C(C1)N)N.C(=O)(C(=O)[O-])[O-].[Pt+4]. Drug 1: CS(=O)(=O)C1=CC(=C(C=C1)C(=O)NC2=CC(=C(C=C2)Cl)C3=CC=CC=N3)Cl. (2) Drug 1: C1CN1P(=S)(N2CC2)N3CC3. Drug 2: CC(C)CN1C=NC2=C1C3=CC=CC=C3N=C2N. Cell line: NCI-H522. Synergy scores: CSS=15.7, Synergy_ZIP=-2.49, Synergy_Bliss=0.734, Synergy_Loewe=1.67, Synergy_HSA=1.76. (3) Drug 1: CCC(=C(C1=CC=CC=C1)C2=CC=C(C=C2)OCCN(C)C)C3=CC=CC=C3.C(C(=O)O)C(CC(=O)O)(C(=O)O)O. Drug 2: CN1C2=C(C=C(C=C2)N(CCCl)CCCl)N=C1CCCC(=O)O.Cl. Synergy scores: CSS=2.41, Synergy_ZIP=-0.596, Synergy_Bliss=1.22, Synergy_Loewe=0.902, Synergy_HSA=0.966. Cell line: SNB-75. (4) Drug 1: CS(=O)(=O)C1=CC(=C(C=C1)C(=O)NC2=CC(=C(C=C2)Cl)C3=CC=CC=N3)Cl. Drug 2: C1CN(P(=O)(OC1)NCCCl)CCCl. Cell line: TK-10. Synergy scores: CSS=10.6, Synergy_ZIP=1.09, Synergy_Bliss=4.95, Synergy_Loewe=0.642, Synergy_HSA=3.67. (5) Cell line: UO-31. Synergy scores: CSS=8.79, Synergy_ZIP=-1.65, Synergy_Bliss=2.39, Synergy_Loewe=1.43, Synergy_HSA=1.21. Drug 1: C1CCC(CC1)NC(=O)N(CCCl)N=O. Drug 2: CC1C(C(=O)NC(C(=O)N2CCCC2C(=O)N(CC(=O)N(C(C(=O)O1)C(C)C)C)C)C(C)C)NC(=O)C3=C4C(=C(C=C3)C)OC5=C(C(=O)C(=C(C5=N4)C(=O)NC6C(OC(=O)C(N(C(=O)CN(C(=O)C7CCCN7C(=O)C(NC6=O)C(C)C)C)C)C(C)C)C)N)C.